This data is from Forward reaction prediction with 1.9M reactions from USPTO patents (1976-2016). The task is: Predict the product of the given reaction. (1) The product is: [Si:28]([O:29][CH2:30][CH:31]1[CH2:36][CH2:35][CH2:34][N:33]([C:2]2[CH:3]=[CH:4][C:5]([CH3:23])=[C:6]([CH:22]=2)[C:7]([NH:9][C:10]2[C:19]([CH3:20])=[CH:18][C:13]([C:14]([O:16][CH3:17])=[O:15])=[CH:12][C:11]=2[CH3:21])=[O:8])[CH2:32]1)([C:24]([CH3:27])([CH3:26])[CH3:25])([CH3:38])[CH3:37]. Given the reactants Br[C:2]1[CH:3]=[CH:4][C:5]([CH3:23])=[C:6]([CH:22]=1)[C:7]([NH:9][C:10]1[C:19]([CH3:20])=[CH:18][C:13]([C:14]([O:16][CH3:17])=[O:15])=[CH:12][C:11]=1[CH3:21])=[O:8].[C:24]([Si:28]([CH3:38])([CH3:37])[O:29][CH2:30][CH:31]1[CH2:36][CH2:35][CH2:34][NH:33][CH2:32]1)([CH3:27])([CH3:26])[CH3:25].C([O-])([O-])=O.[Cs+].[Cs+].COC1C=CC=C(OC)C=1C1C=CC=CC=1P(C1CCCCC1)C1CCCCC1, predict the reaction product. (2) Given the reactants C(=O)([O-])[O-].[K+].[K+].[I-].[K+].Br[CH2:10][CH2:11][CH2:12][C:13]#[N:14].Cl.[CH3:16][C:17]1[C:24]2[O:23][N:22]=[C:21]([CH:25]3[CH2:30][CH2:29][NH:28][CH2:27][CH2:26]3)[C:20]=2[S:19][CH:18]=1, predict the reaction product. The product is: [CH3:16][C:17]1[C:24]2[O:23][N:22]=[C:21]([CH:25]3[CH2:30][CH2:29][N:28]([CH2:10][CH2:11][CH2:12][C:13]#[N:14])[CH2:27][CH2:26]3)[C:20]=2[S:19][CH:18]=1. (3) Given the reactants [NH2:1][C:2]1[CH:7]=[C:6]([O:8][CH3:9])[CH:5]=[CH:4][C:3]=1[CH:10]=[CH:11][C:12]1[CH:17]=[CH:16][C:15]([O:18]C(=O)C)=[CH:14][CH:13]=1.Cl.[F:23][C:24]1[CH:25]=[C:26]([CH:30]=[CH:31][C:32]=1[O:33][CH2:34][CH2:35][N:36]1[CH2:41][CH2:40][CH2:39][CH2:38][CH2:37]1)[C:27](Cl)=O, predict the reaction product. The product is: [F:23][C:24]1[CH:25]=[C:26]([CH:30]=[CH:31][C:32]=1[O:33][CH2:34][CH2:35][N:36]1[CH2:41][CH2:40][CH2:39][CH2:38][CH2:37]1)[CH2:27][NH:1][C:2]1[CH:7]=[C:6]([O:8][CH3:9])[CH:5]=[CH:4][C:3]=1[CH:10]=[CH:11][C:12]1[CH:13]=[CH:14][C:15]([OH:18])=[CH:16][CH:17]=1. (4) Given the reactants [OH:1][C:2]1[C:7](=[O:8])[CH:6]=[CH:5]O[C:3]=1[CH3:9].[CH3:10][NH2:11].C, predict the reaction product. The product is: [CH3:10][N:11]1[CH:5]=[CH:6][C:7](=[O:8])[C:2]([OH:1])=[C:3]1[CH3:9]. (5) The product is: [CH3:4][CH:5]([NH:9][C:10]1[N:15]2[N:16]=[CH:17][C:18]([C:19]([O:21][CH3:22])=[O:20])=[C:14]2[N:13]=[C:12]([O:2][CH3:1])[C:11]=1[C:24]1[S:25][CH:26]=[CH:27][C:28]=1[CH3:29])[CH:6]([CH3:8])[CH3:7]. Given the reactants [CH3:1][O-:2].[Na+].[CH3:4][CH:5]([NH:9][C:10]1[N:15]2[N:16]=[CH:17][C:18]([C:19]([O:21][CH3:22])=[O:20])=[C:14]2[N:13]=[C:12](Cl)[C:11]=1[C:24]1[S:25][CH:26]=[CH:27][C:28]=1[CH3:29])[CH:6]([CH3:8])[CH3:7].O, predict the reaction product.